Dataset: Aqueous solubility values for 9,982 compounds from the AqSolDB database. Task: Regression/Classification. Given a drug SMILES string, predict its absorption, distribution, metabolism, or excretion properties. Task type varies by dataset: regression for continuous measurements (e.g., permeability, clearance, half-life) or binary classification for categorical outcomes (e.g., BBB penetration, CYP inhibition). For this dataset (solubility_aqsoldb), we predict Y. (1) The drug is Clc1c(Cl)c(Cl)c2c(oc3c(Cl)c(Cl)c(Cl)c(Cl)c32)c1Cl. The Y is -11.6 log mol/L. (2) The compound is CC(C)(C)CCCCC(=O)O. The Y is -2.48 log mol/L.